From a dataset of Full USPTO retrosynthesis dataset with 1.9M reactions from patents (1976-2016). Predict the reactants needed to synthesize the given product. (1) Given the product [CH2:1]([N:3]1[C:15]2[CH:14]=[CH:13][C:12]([C:16]3[N:20]([CH2:21][CH2:22][OH:23])[C:19]4[CH:25]=[CH:26][C:27]([C:29]([OH:31])=[O:30])=[CH:28][C:18]=4[N:17]=3)=[CH:11][C:10]=2[C:9]2[C:4]1=[CH:5][CH:6]=[CH:7][CH:8]=2)[CH3:2], predict the reactants needed to synthesize it. The reactants are: [CH2:1]([N:3]1[C:15]2[CH:14]=[CH:13][C:12]([C:16]3[N:20]([CH2:21][CH2:22][O:23]C)[C:19]4[CH:25]=[CH:26][C:27]([C:29]([OH:31])=[O:30])=[CH:28][C:18]=4[N:17]=3)=[CH:11][C:10]=2[C:9]2[C:4]1=[CH:5][CH:6]=[CH:7][CH:8]=2)[CH3:2].ClCCl.B(Br)(Br)Br.CO. (2) Given the product [Br:2][C:3]1[CH:4]=[CH:5][C:6]([NH2:10])=[N:7][C:8]=1[O:12][CH3:11], predict the reactants needed to synthesize it. The reactants are: [Na].[Br:2][C:3]1[CH:4]=[CH:5][C:6]([NH2:10])=[N:7][C:8]=1Br.[CH3:11][OH:12]. (3) The reactants are: [CH:1]1([NH:7][C:8]2[CH:13]=[CH:12][CH:11]=[CH:10][C:9]=2[C:14](=[C:28]2[CH2:33][CH2:32][NH:31][CH2:30][CH2:29]2)[C:15]2[CH:27]=[CH:26][C:18]([C:19]([N:21]([CH2:24][CH3:25])[CH2:22][CH3:23])=[O:20])=[CH:17][CH:16]=2)[CH2:6][CH2:5][CH2:4][CH2:3][CH2:2]1.[CH3:34]C(OC(N1CCC(=C(C2C=CC=CC=2N)C2C=CC(C(N(CC)CC)=O)=CC=2)CC1)=O)(C)C.C1(=O)CCCCCC1.C(O)(C(F)(F)F)=O. Given the product [CH:1]1([NH:7][C:8]2[CH:13]=[CH:12][CH:11]=[CH:10][C:9]=2[C:14](=[C:28]2[CH2:29][CH2:30][NH:31][CH2:32][CH2:33]2)[C:15]2[CH:16]=[CH:17][C:18]([C:19]([N:21]([CH2:24][CH3:25])[CH2:22][CH3:23])=[O:20])=[CH:26][CH:27]=2)[CH2:34][CH2:2][CH2:3][CH2:4][CH2:5][CH2:6]1, predict the reactants needed to synthesize it.